Dataset: Full USPTO retrosynthesis dataset with 1.9M reactions from patents (1976-2016). Task: Predict the reactants needed to synthesize the given product. (1) Given the product [CH:30]([C:2]1[CH:7]=[C:6]([C@@H:8]([NH:11][C:12]([C:14]2[C:15]3[CH:22]=[N:21][N:20]([C:23]4[CH:28]=[CH:27][C:26]([F:29])=[CH:25][CH:24]=4)[C:16]=3[CH:17]=[N:18][CH:19]=2)=[O:13])[CH2:9][CH3:10])[CH:5]=[CH:4][N:3]=1)=[CH2:31], predict the reactants needed to synthesize it. The reactants are: Br[C:2]1[CH:7]=[C:6]([C@@H:8]([NH:11][C:12]([C:14]2[C:15]3[CH:22]=[N:21][N:20]([C:23]4[CH:28]=[CH:27][C:26]([F:29])=[CH:25][CH:24]=4)[C:16]=3[CH:17]=[N:18][CH:19]=2)=[O:13])[CH2:9][CH3:10])[CH:5]=[CH:4][N:3]=1.[CH2:30]1COC[CH2:31]1. (2) Given the product [CH:1]1([CH2:6][C@H:7]([CH2:35][N:36]([CH:45]=[O:46])[OH:37])[C:8]([N:10]2[C@H:14]([C:15]([NH:17][C:18]3[C:23]([CH3:24])=[CH:22][CH:21]=[CH:20][N:19]=3)=[O:16])[CH2:13][CH2:12][NH:11]2)=[O:9])[CH2:2][CH2:3][CH2:4][CH2:5]1, predict the reactants needed to synthesize it. The reactants are: [CH:1]1([CH2:6][C@H:7]([CH2:35][N:36]([CH:45]=[O:46])[O:37]CC2C=CC=CC=2)[C:8]([N:10]2[C@H:14]([C:15]([NH:17][C:18]3[C:23]([CH3:24])=[CH:22][CH:21]=[CH:20][N:19]=3)=[O:16])[CH2:13][CH2:12][N:11]2C(OCC2C=CC=CC=2)=O)=[O:9])[CH2:5][CH2:4][CH2:3][CH2:2]1. (3) Given the product [CH2:34]([C:26]1[C:27](=[CH:2][C:1]#[N:4])[CH2:28][C:29]([CH3:32])([CH3:31])[CH2:30][C:25]=1[CH:24]=[CH:23][C:20]1[CH:21]=[CH:22][C:17]([N:16]([CH2:40][CH2:41][CH2:42][CH3:43])[CH2:12][CH2:13][CH2:14][CH3:15])=[CH:18][C:19]=1[O:47][CH3:44])[CH2:35][CH2:36][CH3:37], predict the reactants needed to synthesize it. The reactants are: [CH:1]([N-:4]C(C)C)(C)[CH3:2].[Li+].C(#N)C.[CH2:12]([N:16]([CH2:40][CH2:41][CH2:42][CH3:43])[C:17]1[CH:22]=[CH:21][C:20]([CH:23]=[CH:24][C:25]2[CH2:30][C:29]([CH3:32])([CH3:31])[CH2:28][C:27](=O)[C:26]=2[CH2:34][CH2:35][CH2:36][CH3:37])=[C:19](OC)[CH:18]=1)[CH2:13][CH2:14][CH3:15].[C:44](=[O:47])(O)[O-].[Na+]. (4) The reactants are: C1(P(C2C=CC=CC=2)C2C=CC=CC=2)C=CC=CC=1.N(C(OCC)=O)=NC(OCC)=O.[OH:32][C:33]1[C:42]2[C:37](=[CH:38][CH:39]=[CH:40][CH:41]=2)[N:36]([CH3:43])[C:35](=[O:44])[CH:34]=1.[N:45]1[CH:50]=[CH:49][CH:48]=[C:47]([CH2:51][CH2:52][N:53]([CH2:58][C:59]2[CH:64]=[CH:63][N:62]=[CH:61][CH:60]=2)[CH2:54][CH2:55][CH2:56]O)[CH:46]=1.C(OC(=O)C)C.[ClH:71]. Given the product [ClH:71].[ClH:71].[ClH:71].[CH3:43][N:36]1[C:37]2[C:42](=[CH:41][CH:40]=[CH:39][CH:38]=2)[C:33]([O:32][CH2:56][CH2:55][CH2:54][N:53]([CH2:52][CH2:51][C:47]2[CH:46]=[N:45][CH:50]=[CH:49][CH:48]=2)[CH2:58][C:59]2[CH:64]=[CH:63][N:62]=[CH:61][CH:60]=2)=[CH:34][C:35]1=[O:44], predict the reactants needed to synthesize it.